Dataset: Full USPTO retrosynthesis dataset with 1.9M reactions from patents (1976-2016). Task: Predict the reactants needed to synthesize the given product. (1) Given the product [Cl:20][C:18]1[CH:19]=[C:14]([CH:15]=[C:16]([Cl:22])[C:17]=1[OH:21])[CH2:13][C@H:12]([C:23]([NH:25][C@H:26]([C:39]([N:41]1[CH2:42][CH2:43][N:44]([C:47]2[CH:52]=[CH:51][N:50]=[CH:49][CH:48]=2)[CH2:45][CH2:46]1)=[O:40])[CH2:27][CH2:28][CH2:29][CH2:30][NH:31][C:32]([O:34][C:35]([CH3:38])([CH3:36])[CH3:37])=[O:33])=[O:24])[NH2:11], predict the reactants needed to synthesize it. The reactants are: C1(COC([NH:11][C@@H:12]([C:23]([NH:25][C@H:26]([C:39]([N:41]2[CH2:46][CH2:45][N:44]([C:47]3[CH:52]=[CH:51][N:50]=[CH:49][CH:48]=3)[CH2:43][CH2:42]2)=[O:40])[CH2:27][CH2:28][CH2:29][CH2:30][NH:31][C:32]([O:34][C:35]([CH3:38])([CH3:37])[CH3:36])=[O:33])=[O:24])[CH2:13][C:14]2[CH:19]=[C:18]([Cl:20])[C:17]([OH:21])=[C:16]([Cl:22])[CH:15]=2)=O)C=CC=CC=1.S([O-])(O)(=O)=O.[K+].[H][H]. (2) Given the product [Cl:1][C:2]1[C:11]2[C:6](=[CH:7][C:8]([CH2:12][N:16]3[C:17](=[O:24])[C:18]4[C:23](=[CH:22][CH:21]=[CH:20][CH:19]=4)[C:15]3=[O:25])=[CH:9][CH:10]=2)[CH:5]=[C:4]([Cl:14])[N:3]=1, predict the reactants needed to synthesize it. The reactants are: [Cl:1][C:2]1[C:11]2[C:6](=[CH:7][C:8]([CH2:12]O)=[CH:9][CH:10]=2)[CH:5]=[C:4]([Cl:14])[N:3]=1.[C:15]1(=[O:25])[C:23]2[C:18](=[CH:19][CH:20]=[CH:21][CH:22]=2)[C:17](=[O:24])[NH:16]1.C1(P(C2C=CC=CC=2)C2C=CC=CC=2)C=CC=CC=1.CCOC(/N=N/C(OCC)=O)=O. (3) Given the product [NH2:2][C:13]1[CH:18]=[N:17][C:16]([N:19]2[CH2:25][CH2:26][CH2:31]2)=[CH:15][CH:14]=1, predict the reactants needed to synthesize it. The reactants are: C(P(=O)(OCC)OCC)#[N:2].FC(F)(F)[C:13]1[CH:14]=[C:15]2C=C(C(O)=O)[N:19]([CH2:25][C:26]3[CH:31]=CC=C(F)C=3)[C:16]2=[N:17][CH:18]=1. (4) The reactants are: [C:1]([NH:4][C:5]1[C:22]([N+:23]([O-])=O)=[CH:21][C:8]([O:9][CH2:10][C:11]2[CH:20]=[CH:19][CH:18]=[CH:17][C:12]=2[C:13]([O:15][CH3:16])=[O:14])=[CH:7][C:6]=1[CH3:26])(=O)[CH3:2].O1CCCC1.CO. Given the product [CH3:2][C:1]1[NH:23][C:22]2[CH:21]=[C:8]([O:9][CH2:10][C:11]3[CH:20]=[CH:19][CH:18]=[CH:17][C:12]=3[C:13]([O:15][CH3:16])=[O:14])[CH:7]=[C:6]([CH3:26])[C:5]=2[N:4]=1, predict the reactants needed to synthesize it. (5) Given the product [Cl:1][C:2]1[CH:21]=[C:20]([O:22][CH3:23])[CH:19]=[CH:18][C:3]=1[CH2:4][CH:5]1[CH2:9][CH2:8][N:7]([CH:10]2[CH2:15][CH2:14][C:13]([F:38])=[CH:12][CH2:11]2)[C:6]1=[O:17], predict the reactants needed to synthesize it. The reactants are: [Cl:1][C:2]1[CH:21]=[C:20]([O:22][CH3:23])[CH:19]=[C:18](Cl)[C:3]=1[CH2:4][CH:5]1[CH2:9][CH2:8][N:7]([CH:10]2[CH2:15][CH2:14][C:13](=O)[CH2:12][CH2:11]2)[C:6]1=[O:17].C(O)C.COCCN(S(F)(F)[F:38])CCOC. (6) Given the product [CH3:1][O:2][C:3]([C:5]1[CH:6]=[CH:7][C:8]2[O:12][C:11]([NH:13][CH:14]3[CH2:15][CH2:16][N:17]([CH2:42][C:41]4[CH:40]=[C:39]([O:38][CH:35]([CH3:37])[CH3:36])[CH:46]=[C:45]([O:47][CH:48]([CH3:50])[CH3:49])[CH:44]=4)[CH2:18][CH2:19]3)=[N:10][C:9]=2[CH:34]=1)=[O:4], predict the reactants needed to synthesize it. The reactants are: [CH3:1][O:2][C:3]([C:5]1[CH:6]=[CH:7][C:8]2[O:12][C:11]([NH:13][CH:14]3[CH2:19][CH2:18][N:17](CC4C=C(OCC)C(F)=C(OCC)C=4)[CH2:16][CH2:15]3)=[N:10][C:9]=2[CH:34]=1)=[O:4].[CH:35]([O:38][C:39]1[CH:40]=[C:41]([CH:44]=[C:45]([O:47][CH:48]([CH3:50])[CH3:49])[CH:46]=1)[CH:42]=O)([CH3:37])[CH3:36].OC1C=C(C=C(O)C=1)C=O.IC(C)C.C([O-])([O-])=O.[K+].[K+].C([BH3-])#N.[Na+].C(N(C(C)C)C(C)C)C.